This data is from Full USPTO retrosynthesis dataset with 1.9M reactions from patents (1976-2016). The task is: Predict the reactants needed to synthesize the given product. (1) The reactants are: [Cl:1][C:2]1[CH:7]=[CH:6][C:5]([C:8]2[C:13]([O:14][CH2:15][C:16]([O:18]CC)=[O:17])=[CH:12][CH:11]=[CH:10][N:9]=2)=[CH:4][C:3]=1[C:21]([NH:23][CH2:24][C:25]12[CH2:34][CH:29]3[CH2:30][CH:31]([CH2:33][CH:27]([CH2:28]3)[CH2:26]1)[CH2:32]2)=[O:22].[OH-].[K+].CO. Given the product [Cl:1][C:2]1[CH:7]=[CH:6][C:5]([C:8]2[C:13]([O:14][CH2:15][C:16]([OH:18])=[O:17])=[CH:12][CH:11]=[CH:10][N:9]=2)=[CH:4][C:3]=1[C:21]([NH:23][CH2:24][C:25]12[CH2:26][CH:27]3[CH2:28][CH:29]([CH2:30][CH:31]([CH2:33]3)[CH2:32]1)[CH2:34]2)=[O:22], predict the reactants needed to synthesize it. (2) Given the product [CH3:33][N:18]([C:19]1[CH:20]=[N:21][C:22]([O:25][C:26]2[C:27]([CH3:32])=[N:28][CH:29]=[CH:30][CH:31]=2)=[CH:23][CH:24]=1)[C:17]([C:10]1[C:11]2[C:16](=[CH:15][CH:14]=[CH:13][CH:12]=2)[N:8]([CH3:6])[CH:9]=1)=[O:34], predict the reactants needed to synthesize it. The reactants are: C(O[C:6]([N:8]1[C:16]2[C:11](=[CH:12][CH:13]=[CH:14][CH:15]=2)[C:10]([C:17](=[O:34])[N:18]([CH3:33])[C:19]2[CH:20]=[N:21][C:22]([O:25][C:26]3[C:27]([CH3:32])=[N:28][CH:29]=[CH:30][CH:31]=3)=[CH:23][CH:24]=2)=[CH:9]1)=O)(C)(C)C.[H-].[Na+].CI. (3) Given the product [F:13][C:14]1[C:22]([N+:23]([O-:25])=[O:24])=[CH:21][CH:20]=[C:19]([F:26])[C:15]=1[C:16]([NH:12][C:9]1[CH:10]=[C:11]2[C:3]([O:2][CH3:1])=[N:4][NH:5][C:6]2=[N:7][CH:8]=1)=[O:17], predict the reactants needed to synthesize it. The reactants are: [CH3:1][O:2][C:3]1[C:11]2[C:6](=[N:7][CH:8]=[C:9]([NH2:12])[CH:10]=2)[NH:5][N:4]=1.[F:13][C:14]1[C:22]([N+:23]([O-:25])=[O:24])=[CH:21][CH:20]=[C:19]([F:26])[C:15]=1[C:16](O)=[O:17].Cl.CN(C)CCCN=C=NCC.ON1C2C=CC=CC=2N=N1. (4) Given the product [C:1]([O:5][C:6]([N:8]1[CH2:16][C:15]2[C:10](=[CH:11][CH:12]=[C:13]([C:27]3[S:28][CH:29]=[CH:30][N:31]=3)[CH:14]=2)[CH2:9]1)=[O:7])([CH3:2])([CH3:3])[CH3:4], predict the reactants needed to synthesize it. The reactants are: [C:1]([O:5][C:6]([N:8]1[CH2:16][C:15]2[C:10](=[CH:11][CH:12]=[C:13](B3OC(C)(C)C(C)(C)O3)[CH:14]=2)[CH2:9]1)=[O:7])([CH3:4])([CH3:3])[CH3:2].I[C:27]1[S:28][CH:29]=[CH:30][N:31]=1.